Dataset: Peptide-MHC class II binding affinity with 134,281 pairs from IEDB. Task: Regression. Given a peptide amino acid sequence and an MHC pseudo amino acid sequence, predict their binding affinity value. This is MHC class II binding data. (1) The peptide sequence is TVYCKNILALSMTKK. The MHC is H-2-IAb with pseudo-sequence H-2-IAb. The binding affinity (normalized) is 0.249. (2) The peptide sequence is NRAEILPDTTYLGPL. The MHC is H-2-IEd with pseudo-sequence QEFFIASGAAVDAVMEVSFEFYDIDASTYHISFL. The binding affinity (normalized) is 0.0690. (3) The peptide sequence is KFDSALARKHIARELH. The MHC is DRB4_0101 with pseudo-sequence DRB4_0103. The binding affinity (normalized) is 0.553.